Dataset: Full USPTO retrosynthesis dataset with 1.9M reactions from patents (1976-2016). Task: Predict the reactants needed to synthesize the given product. (1) The reactants are: CCN=C=NCCCN(C)C.C1C=CC2N(O)N=NC=2C=1.[NH2:22][CH:23]1[CH2:28][CH2:27][N:26]([C:29]([O:31][CH2:32][C:33]2[CH:38]=[CH:37][CH:36]=[CH:35][CH:34]=2)=[O:30])[CH2:25][CH2:24]1.[CH3:39][C:40]1[NH:41][CH:42]=[C:43]([C:45](O)=[O:46])[N:44]=1. Given the product [CH3:39][C:40]1[NH:41][CH:42]=[C:43]([C:45]([NH:22][CH:23]2[CH2:24][CH2:25][N:26]([C:29]([O:31][CH2:32][C:33]3[CH:38]=[CH:37][CH:36]=[CH:35][CH:34]=3)=[O:30])[CH2:27][CH2:28]2)=[O:46])[N:44]=1, predict the reactants needed to synthesize it. (2) The reactants are: [C:1]([OH:10])(=[O:9])[C@@H:2]([C@H:4]([C:6]([OH:8])=[O:7])[OH:5])[OH:3]. Given the product [C:1]([OH:10])(=[O:9])[CH:2]([CH:4]([C:6]([OH:8])=[O:7])[OH:5])[OH:3], predict the reactants needed to synthesize it.